The task is: Predict the product of the given reaction.. This data is from Forward reaction prediction with 1.9M reactions from USPTO patents (1976-2016). Given the reactants Cl[C:2]1[C:7]([N+:8]([O-:10])=[O:9])=[CH:6][N:5]=[C:4]([C:11]2[CH:16]=[CH:15][CH:14]=[CH:13][N:12]=2)[N:3]=1.[CH:17]1([C:20]2[NH:24][N:23]=[C:22]([NH2:25])[CH:21]=2)[CH2:19][CH2:18]1, predict the reaction product. The product is: [CH:17]1([C:20]2[NH:24][N:23]=[C:22]([NH:25][C:2]3[C:7]([N+:8]([O-:10])=[O:9])=[CH:6][N:5]=[C:4]([C:11]4[CH:16]=[CH:15][CH:14]=[CH:13][N:12]=4)[N:3]=3)[CH:21]=2)[CH2:19][CH2:18]1.